Dataset: Forward reaction prediction with 1.9M reactions from USPTO patents (1976-2016). Task: Predict the product of the given reaction. (1) Given the reactants [Cl:1][C:2]1[CH:3]=[C:4]2[C:8](=[CH:9][CH:10]=1)[NH:7][CH:6]=[C:5]2[CH2:11][CH2:12][NH:13][C:14](=[O:22])[C:15]1[CH:20]=[CH:19][CH:18]=[CH:17][C:16]=1I.[CH3:23][O:24][C:25]1[CH:30]=[CH:29][C:28](B(O)O)=[CH:27][CH:26]=1.C(=O)([O-])[O-].[Na+].[Na+], predict the reaction product. The product is: [Cl:1][C:2]1[CH:3]=[C:4]2[C:8](=[CH:9][CH:10]=1)[NH:7][CH:6]=[C:5]2[CH2:11][CH2:12][NH:13][C:14]([C:15]1[C:16]([C:28]2[CH:29]=[CH:30][C:25]([O:24][CH3:23])=[CH:26][CH:27]=2)=[CH:17][CH:18]=[CH:19][CH:20]=1)=[O:22]. (2) Given the reactants [CH3:1][NH:2][CH2:3][CH2:4][CH:5]([O:12][C:13]1[CH:14]=[CH:15][C:16]([C:19]([F:22])([F:21])[F:20])=[CH:17][CH:18]=1)[C:6]1[CH:7]=[CH:8][CH:9]=[CH:10][CH:11]=1.C(OCC)C.[ClH:28].C(OCC)(=O)C, predict the reaction product. The product is: [CH3:1][NH:2][CH2:3][CH2:4][CH:5]([O:12][C:13]1[CH:18]=[CH:17][C:16]([C:19]([F:20])([F:22])[F:21])=[CH:15][CH:14]=1)[C:6]1[CH:7]=[CH:8][CH:9]=[CH:10][CH:11]=1.[ClH:28]. (3) Given the reactants Cl.[CH2:2](N)[CH3:3].[OH-].[Na+].[C:7]([C:14]1[CH:22]=[CH:21][C:17]([C:18]([OH:20])=O)=[C:16]([NH2:23])[CH:15]=1)([O:9][C:10]([CH3:13])([CH3:12])[CH3:11])=[O:8].C[N:25](C(ON1N=NC2C=CC=CC1=2)=[N+](C)C)C.[B-](F)(F)(F)F.CCN(C(C)C)C(C)C, predict the reaction product. The product is: [CH2:2]([C:15]1[C:16]([NH2:23])=[C:17]([CH:21]=[CH:22][C:14]=1[C:7]([O:9][C:10]([CH3:11])([CH3:12])[CH3:13])=[O:8])[C:18]([NH2:25])=[O:20])[CH3:3]. (4) Given the reactants [I:1][C:2]1[CH:3]=[C:4](N)[CH:5]=[CH:6][C:7]=1[CH3:8].[BrH:10].N([O-])=O.[Na+], predict the reaction product. The product is: [Br:10][C:4]1[CH:5]=[CH:6][C:7]([CH3:8])=[C:2]([I:1])[CH:3]=1. (5) Given the reactants [C:1]([N:4]([N:9]1[C:18](=[O:19])[C:17]2[C:12](=[CH:13][C:14]([CH:26]([CH3:28])[CH3:27])=[C:15]([C:20]3[N:21]([CH3:25])[N:22]=[CH:23][CH:24]=3)[CH:16]=2)[NH:11][C:10]1=[O:29])[S:5]([CH3:8])(=[O:7])=[O:6])(=[O:3])[CH3:2].Cl[C:31]([O:33][CH3:34])=[O:32], predict the reaction product. The product is: [CH3:34][O:33][C:31]([N:11]1[C:12]2[C:17](=[CH:16][C:15]([C:20]3[N:21]([CH3:25])[N:22]=[CH:23][CH:24]=3)=[C:14]([CH:26]([CH3:27])[CH3:28])[CH:13]=2)[C:18](=[O:19])[N:9]([N:4]([C:1](=[O:3])[CH3:2])[S:5]([CH3:8])(=[O:6])=[O:7])[C:10]1=[O:29])=[O:32].